Dataset: Reaction yield outcomes from USPTO patents with 853,638 reactions. Task: Predict the reaction yield, written as a fraction of the theoretical maximum amount of product (1.0 means a 100% yield; for example, 0.34 means a 34% yield). (1) The reactants are CC(C)(C[N:6]1[C:10]2[N:11]=[C:12]([NH:15]C3C=CC(N4CCNCC4)=CN=3)[N:13]=[CH:14][C:9]=2[C:8]2[CH:28]=[CH:29]N=[CH:31][C:7]1=2)CO.[CH3:33][O:34][C:35]1[C:40](B(O)O)=[CH:39][CH:38]=[C:37]([O:44][CH3:45])[N:36]=1.C1(P(C2CCCCC2)C2C(OC)=CC=CC=2OC)CCCCC1. The catalyst is C(O)CCC.C1C=CC(/C=C/C(/C=C/C2C=CC=CC=2)=O)=CC=1.C1C=CC(/C=C/C(/C=C/C2C=CC=CC=2)=O)=CC=1.C1C=CC(/C=C/C(/C=C/C2C=CC=CC=2)=O)=CC=1.[Pd].[Pd]. The product is [CH:7]1([NH:6][C:10]2[C:9]([C:40]3[C:35]([O:34][CH3:33])=[N:36][C:37]([O:44][CH3:45])=[CH:38][CH:39]=3)=[CH:14][N:13]=[C:12]([NH2:15])[N:11]=2)[CH2:8][CH2:28][CH2:29][CH2:31]1. The yield is 0.530. (2) The yield is 0.441. The product is [C:23]([N:11]1[CH2:10][CH2:9][N:8]([C:1]([O:3][C:4]([CH3:7])([CH3:6])[CH3:5])=[O:2])[CH2:13][CH2:12]1)#[N:22]. The reactants are [C:1]([N:8]1[CH2:13][CH2:12][NH:11][CH2:10][CH2:9]1)([O:3][C:4]([CH3:7])([CH3:6])[CH3:5])=[O:2].C(=O)([O-])O.[Na+].ClCCl.[N:22]#[C:23]Br. The catalyst is O. (3) The yield is 0.690. The catalyst is C(O)C.[Cl-].C([N+]1C(C)=C(CCO)SC=1)C1C=CC=CC=1.C(O)(=O)C.O.C(N(CC)CC)C. The reactants are [CH2:1]([S:3]([C:6]1[CH:11]=[CH:10][C:9]([CH:12]([CH2:17][CH:18]2[CH2:23][CH2:22][O:21][CH2:20][CH2:19]2)[C:13](=O)[CH:14]=[CH2:15])=[CH:8][CH:7]=1)(=[O:5])=[O:4])[CH3:2].[N:24]1[CH:29]=[CH:28][CH:27]=[CH:26][C:25]=1[CH:30]=O.C([O-])(=O)C.[NH4+:36].C(=O)([O-])O.[Na+]. The product is [CH2:1]([S:3]([C:6]1[CH:11]=[CH:10][C:9]([CH:12]([C:13]2[NH:36][C:30]([C:25]3[CH:26]=[CH:27][CH:28]=[CH:29][N:24]=3)=[CH:15][CH:14]=2)[CH2:17][CH:18]2[CH2:23][CH2:22][O:21][CH2:20][CH2:19]2)=[CH:8][CH:7]=1)(=[O:5])=[O:4])[CH3:2]. (4) The product is [CH:16]([O-:18])=[O:17].[C:1]([C:3]1[CH:4]=[CH:5][C:6]([NH:9][C:10](=[O:22])[NH:11][CH2:12][C:13]2[CH:14]=[C:15]([CH:19]=[CH:20][CH:21]=2)[C:16]([NH:50][CH2:49][CH2:48][CH2:47][CH2:46][N:45]([CH3:51])[CH3:44])=[O:18])=[CH:7][CH:8]=1)#[N:2]. The catalyst is CN(C=O)C. The reactants are [C:1]([C:3]1[CH:8]=[CH:7][C:6]([NH:9][C:10](=[O:22])[NH:11][CH2:12][C:13]2[CH:14]=[C:15]([CH:19]=[CH:20][CH:21]=2)[C:16]([OH:18])=[O:17])=[CH:5][CH:4]=1)#[N:2].C(Cl)CCl.C1C=CC2N(O)N=NC=2C=1.CN1CCOCC1.[CH3:44][N:45]([CH3:51])[CH2:46][CH2:47][CH2:48][CH2:49][NH2:50]. The yield is 0.900. (5) The reactants are C[Si](C)(C)[O:3][C:4]1[CH2:9][CH2:8][N:7]([C:10]([O:12][C:13]([CH3:16])([CH3:15])[CH3:14])=[O:11])[CH2:6][CH:5]=1.[B-](F)(F)(F)[F:20].[B-](F)(F)(F)F.C1[N+]2(CCl)CC[N+](F)(CC2)C1. The catalyst is C(#N)C.C(OCC)(=O)C. The product is [F:20][CH:9]1[C:4](=[O:3])[CH2:5][CH2:6][N:7]([C:10]([O:12][C:13]([CH3:16])([CH3:15])[CH3:14])=[O:11])[CH2:8]1. The yield is 0.880. (6) The reactants are [F:1][C:2]1[CH:17]=[CH:16][C:5]([CH2:6][N:7]2[CH2:12][C@H:11]([CH3:13])[NH:10][CH2:9][C@@H:8]2[CH2:14][OH:15])=[CH:4][CH:3]=1.C(N(CC)CC)C.[Cl:25][C:26]1[CH:36]=[CH:35][C:29]([O:30][CH2:31][C:32](Cl)=[O:33])=[CH:28][CH:27]=1. The catalyst is C(Cl)Cl. The product is [Cl:25][C:26]1[CH:36]=[CH:35][C:29]([O:30][CH2:31][C:32]([N:10]2[CH2:9][C@H:8]([CH2:14][OH:15])[N:7]([CH2:6][C:5]3[CH:16]=[CH:17][C:2]([F:1])=[CH:3][CH:4]=3)[CH2:12][C@H:11]2[CH3:13])=[O:33])=[CH:28][CH:27]=1. The yield is 0.790. (7) The reactants are Cl[C:2]1[CH:11]=[CH:10][C:9]2[C:4](=[CH:5][CH:6]=[CH:7][CH:8]=2)[N:3]=1.[I-:12].[Na+].C(Cl)(=O)C. The catalyst is CC#N. The product is [I:12][C:2]1[CH:11]=[CH:10][C:9]2[C:4](=[CH:5][CH:6]=[CH:7][CH:8]=2)[N:3]=1. The yield is 0.700. (8) The reactants are [C:1](OCC)(=O)CC(OCC)=O.[H-].[Na+].[H][H].Cl[C:17]1[CH:22]=[CH:21][C:20]([N+:23]([O-:25])=[O:24])=[CH:19][N:18]=1. The catalyst is C(OCC)C. The product is [CH3:1][C:17]1[CH:22]=[CH:21][C:20]([N+:23]([O-:25])=[O:24])=[CH:19][N:18]=1. The yield is 0.560.